This data is from Peptide-MHC class I binding affinity with 185,985 pairs from IEDB/IMGT. The task is: Regression. Given a peptide amino acid sequence and an MHC pseudo amino acid sequence, predict their binding affinity value. This is MHC class I binding data. (1) The peptide sequence is GLYKQPGVPV. The MHC is HLA-A02:02 with pseudo-sequence HLA-A02:02. The binding affinity (normalized) is 0.330. (2) The peptide sequence is REMINHYQV. The MHC is BoLA-T2b with pseudo-sequence BoLA-T2b. The binding affinity (normalized) is 0.334. (3) The peptide sequence is QQSTYQLLQEL. The MHC is Mamu-B01 with pseudo-sequence Mamu-B01. The binding affinity (normalized) is 0. (4) The peptide sequence is IYDFYNAEY. The MHC is HLA-B39:01 with pseudo-sequence HLA-B39:01. The binding affinity (normalized) is 0.0847.